Task: Regression. Given a target protein amino acid sequence and a drug SMILES string, predict the binding affinity score between them. We predict pIC50 (pIC50 = -log10(IC50 in M); higher means more potent). Dataset: bindingdb_ic50.. Dataset: Drug-target binding data from BindingDB using IC50 measurements (1) The drug is O=C(O)c1ccc(-c2cccc(Cl)c2Cl)cc1CS. The target protein (P14489) has sequence MKTFAAYVIIACLSSTALAGSITENTSWNKEFSAEAVNGVFVLCKSSSKSCATNDLARASKEYLPASTFKIPNAIIGLETGVIKNEHQVFKWDGKPRAMKQWERDLTLRGAIQVSAVPVFQQIAREVGEVRMQKYLKKFSYGNQNISGGIDKFWLEGQLRISAVNQVEFLESLYLNKLSASKENQLIVKEALVTEAAPEYLVHSKTGFSGVGTESNPGVAWWVGWVEKETEVYFFAFNMDIDNESKLPLRKSIPTKIMESEGIIGG. The pIC50 is 4.4. (2) The small molecule is O=C(c1cncc(Br)c1)N1CCC(N2CCCC2)CC1. The target protein (Q8NA19) has sequence MKQPNRKRKLNMDSKERLDQDGRLEQAEEEKKPKDSTTPLSHVPSAAAQGAWSWEWYLKEQKAVAAPVELFSKDQSFPEHENGFQIGMRLEGIDPRHPSVFCVLSVAEVCGYRLRLHFDGYLSCYDFWTNAGSPDIHPVGWCEKTKHELHIPKGYRKDKFVWMDYLKACKLQNAPKKLFRNRSPNGPMSKEFQVGMKLEAVDRKNPSLVCVATIADIVEDRLLVHFDNWDDSYDYWCDVNSPYVQPVGWCQENGRTLIAPQGYPNPENFSWTEYLEATQTNAVPAKVFKMRLPHGFLPNMKLEVVDKRNPRLIRVATIVDVDDQRVKVHFDGWDHKYDYWVEADSPDIHPIGWCDVTGHPLEVPQRTNDLKILPGQAVCPTPGCRGIGHIRGPRYSGHHSAFGCPYSDMNLKKEATLHDRLREQTQANLESDSSHSKSKSLCSLNFNGKHEKVNSQPRLVQQAKCLKIKGKEDIDLDNLFRVLVLHPRGLEYSVEQAQQV.... The pIC50 is 4.2.